Predict which catalyst facilitates the given reaction. From a dataset of Catalyst prediction with 721,799 reactions and 888 catalyst types from USPTO. (1) Reactant: [N:1]12[CH2:8][CH2:7][CH:4]([CH2:5][CH2:6]1)[CH:3]([O:9][C:10]1[CH:15]=[CH:14][C:13]([NH:16][C:17]3[CH:18]=[N:19][CH:20]=[CH:21][CH:22]=3)=[CH:12][CH:11]=1)[CH2:2]2.[ClH:23].O1CCOCC1. Product: [ClH:23].[ClH:23].[N:1]12[CH2:8][CH2:7][CH:4]([CH2:5][CH2:6]1)[CH:3]([O:9][C:10]1[CH:11]=[CH:12][C:13]([NH:16][C:17]3[CH:18]=[N:19][CH:20]=[CH:21][CH:22]=3)=[CH:14][CH:15]=1)[CH2:2]2. The catalyst class is: 13. (2) Reactant: [O:1]1[C@@:5]2([CH:10]3[CH2:11][CH2:12][N:7]([CH2:8][CH2:9]3)[CH2:6]2)[CH2:4][NH:3][C:2]1=[O:13].Br[C:15]1[CH:16]=[C:17]([C:20]2[CH:25]=[CH:24][N:23]=[CH:22][CH:21]=2)[O:18][CH:19]=1. Product: [N:23]1[CH:22]=[CH:21][C:20]([C:17]2[O:18][CH:19]=[C:15]([N:3]3[CH2:4][C@:5]4([CH:10]5[CH2:11][CH2:12][N:7]([CH2:8][CH2:9]5)[CH2:6]4)[O:1][C:2]3=[O:13])[CH:16]=2)=[CH:25][CH:24]=1. The catalyst class is: 205. (3) The catalyst class is: 4. Product: [CH3:1][C:2]([CH3:29])([CH3:28])[C@H:3]([N:11]1[CH2:15][CH2:14][N:13]([CH2:16][C:17]2[CH:22]=[CH:21][CH:20]=[C:19]([C:23]([F:26])([F:25])[F:24])[CH:18]=2)[C:12]1=[O:27])[C:4]([OH:6])=[O:5]. Reactant: [CH3:1][C:2]([CH3:29])([CH3:28])[C@H:3]([N:11]1[CH2:15][CH2:14][N:13]([CH2:16][C:17]2[CH:22]=[CH:21][CH:20]=[C:19]([C:23]([F:26])([F:25])[F:24])[CH:18]=2)[C:12]1=[O:27])[C:4]([O:6]C(C)(C)C)=[O:5].FC(F)(F)C(O)=O. (4) Reactant: [CH:1]([NH:4][C:5](=[O:9])[O:6][CH2:7][I:8])([CH3:3])[CH3:2].[C:10]([O:18][CH2:19][N:20]1[C:25](=[O:26])[CH2:24][CH2:23][CH:22]([N:27]2[CH2:35][C:34]3[C:29](=[CH:30][CH:31]=[CH:32][C:33]=3[NH2:36])[C:28]2=[O:37])[C:21]1=[O:38])(=[O:17])[C:11]1[CH:16]=[CH:15][CH:14]=[N:13][CH:12]=1. Product: [I-:8].[NH2:36][C:33]1[CH:32]=[CH:31][CH:30]=[C:29]2[C:34]=1[CH2:35][N:27]([CH:22]1[CH2:23][CH2:24][C:25](=[O:26])[N:20]([CH2:19][O:18][C:10]([C:11]3[CH:12]=[N+:13]([CH2:7][O:6][C:5](=[O:9])[NH:4][CH:1]([CH3:3])[CH3:2])[CH:14]=[CH:15][CH:16]=3)=[O:17])[C:21]1=[O:38])[C:28]2=[O:37]. The catalyst class is: 2. (5) Reactant: BrCCCCCCCCCCCCCCC.[Cl:17][C:18]1[CH:23]=[C:22]([N:24]2C(=O)NC(=O)C=N2)[CH:21]=[C:20](Cl)[C:19]=1[C:33]([C:36]1SC(CC(O)=O)=C(C2C=CC=CC=2)[N:40]=1)([CH3:35])[CH3:34].C([O-])(O)=[O:52].[Na+].[Na+].[Cl-:57].[OH2:58]. Product: [Cl:57][C:20]1[CH:21]=[C:22]([N+:24]([O-:52])=[O:58])[CH:23]=[C:18]([Cl:17])[C:19]=1[C:33]([CH3:35])([CH3:34])[C:36]#[N:40]. The catalyst class is: 3. (6) Reactant: [CH2:1]([O:8][C:9]1[CH:14]=[CH:13][NH:12][C:11](=[O:15])[CH:10]=1)[C:2]1[CH:7]=[CH:6][CH:5]=[CH:4][CH:3]=1.C(=O)([O-])[O-].[Cs+].[Cs+].[CH3:22][O:23][C:24]([C:26]1[S:27][C:28]([CH2:31][CH2:32]OS(C)(=O)=O)=[CH:29][CH:30]=1)=[O:25]. Product: [CH3:22][O:23][C:24]([C:26]1[S:27][C:28]([CH2:31][CH2:32][N:12]2[CH:13]=[CH:14][C:9]([O:8][CH2:1][C:2]3[CH:3]=[CH:4][CH:5]=[CH:6][CH:7]=3)=[CH:10][C:11]2=[O:15])=[CH:29][CH:30]=1)=[O:25]. The catalyst class is: 3.